From a dataset of Forward reaction prediction with 1.9M reactions from USPTO patents (1976-2016). Predict the product of the given reaction. (1) The product is: [NH3:9].[CH2:34]([O:33][C:30]1[CH:31]=[CH:32][C:27]([CH:26]=[CH:25][CH2:24][CH2:23][CH2:22][CH2:21][CH2:20][CH2:19][CH2:18][CH2:17][NH2:9])=[CH:28][C:29]=1[C@@H:41]([C:51]1[CH:52]=[CH:53][CH:54]=[CH:55][CH:56]=1)[CH2:42][CH2:43][N:44]([CH:45]([CH3:46])[CH3:47])[CH:48]([CH3:50])[CH3:49])[C:35]1[CH:36]=[CH:37][CH:38]=[CH:39][CH:40]=1. Given the reactants Cl.C(OC([N:9]([CH2:17][CH2:18][CH2:19][CH2:20][CH2:21][CH2:22][CH2:23][CH2:24][CH:25]=[CH:26][C:27]1[CH:32]=[CH:31][C:30]([O:33][CH2:34][C:35]2[CH:40]=[CH:39][CH:38]=[CH:37][CH:36]=2)=[C:29]([C@@H:41]([C:51]2[CH:56]=[CH:55][CH:54]=[CH:53][CH:52]=2)[CH2:42][CH2:43][N:44]([CH:48]([CH3:50])[CH3:49])[CH:45]([CH3:47])[CH3:46])[CH:28]=1)C(OC(C)(C)C)=O)=O)(C)(C)C, predict the reaction product. (2) Given the reactants Cl[CH:2]([Cl:10])[C:3]1[C:4](C)=[CH:5][CH:6]=[CH:7][CH:8]=1.[CH2:11]([Mg]Cl)[C:12]1[CH:17]=[CH:16][CH:15]=[CH:14][CH:13]=1.[CH3:20]COCC, predict the reaction product. The product is: [CH2:20]([CH:2]([Cl:10])[C:3]1[CH:8]=[CH:7][CH:6]=[CH:5][CH:4]=1)[CH2:11][C:12]1[CH:17]=[CH:16][CH:15]=[CH:14][CH:13]=1. (3) Given the reactants Br[C:2]1[C:3](=[O:16])[N:4]([CH3:15])[C:5]([CH2:8][CH:9]2[CH2:14][CH2:13][CH2:12][CH2:11][CH2:10]2)=[N:6][CH:7]=1.[CH2:17]([O:24][C:25]1[CH:30]=[CH:29][C:28](B(O)O)=[CH:27][C:26]=1[F:34])[C:18]1[CH:23]=[CH:22][CH:21]=[CH:20][CH:19]=1.[Cl-].[Li+], predict the reaction product. The product is: [CH2:17]([O:24][C:25]1[CH:30]=[CH:29][C:28]([C:2]2[C:3](=[O:16])[N:4]([CH3:15])[C:5]([CH2:8][CH:9]3[CH2:14][CH2:13][CH2:12][CH2:11][CH2:10]3)=[N:6][CH:7]=2)=[CH:27][C:26]=1[F:34])[C:18]1[CH:19]=[CH:20][CH:21]=[CH:22][CH:23]=1. (4) The product is: [CH3:1][O:2][C:3]1[N:8]=[CH:7][C:6]([C:9]2[CH:10]=[CH:11][C:12]([C:13]([N:49]3[CH2:53][CH2:52][CH2:51][CH:50]3[CH2:54][CH2:55][C:56]3[CH:57]=[C:58]([CH:61]=[CH:62][CH:63]=3)[C:59]#[N:60])=[O:15])=[CH:16][CH:17]=2)=[CH:5][CH:4]=1. Given the reactants [CH3:1][O:2][C:3]1[N:8]=[CH:7][C:6]([C:9]2[CH:17]=[CH:16][C:12]([C:13]([OH:15])=O)=[CH:11][CH:10]=2)=[CH:5][CH:4]=1.C(N(C(C)C)CC)(C)C.CN(C(ON1N=NC2C=CC=CC1=2)=[N+](C)C)C.[B-](F)(F)(F)F.[NH:49]1[CH2:53][CH2:52][CH2:51][CH:50]1[CH2:54][CH2:55][C:56]1[CH:57]=[C:58]([CH:61]=[CH:62][CH:63]=1)[C:59]#[N:60], predict the reaction product.